From a dataset of Full USPTO retrosynthesis dataset with 1.9M reactions from patents (1976-2016). Predict the reactants needed to synthesize the given product. (1) Given the product [Si:5]([O:22][CH2:21][CH2:20][CH:16]([CH2:15][N:13]1[CH:14]=[C:10]([Cl:9])[CH:11]=[N:12]1)[C:17]([OH:19])=[O:18])([C:1]([CH3:4])([CH3:3])[CH3:2])([CH3:7])[CH3:6], predict the reactants needed to synthesize it. The reactants are: [C:1]([Si:5](Cl)([CH3:7])[CH3:6])([CH3:4])([CH3:3])[CH3:2].[Cl:9][C:10]1[CH:11]=[N:12][N:13]([CH2:15][CH:16]([CH2:20][CH2:21][OH:22])[C:17]([OH:19])=[O:18])[CH:14]=1.[Li+].[Cl-].N1C=CN=C1. (2) Given the product [CH3:17][N:19]([CH3:20])[C:2]1[C:3]([C:12]([O:14][CH2:15][CH3:16])=[O:13])=[N:4][C:5]2[C:10]([N:11]=1)=[CH:9][CH:8]=[CH:7][CH:6]=2, predict the reactants needed to synthesize it. The reactants are: Cl[C:2]1[C:3]([C:12]([O:14][CH2:15][CH3:16])=[O:13])=[N:4][C:5]2[C:10]([N:11]=1)=[CH:9][CH:8]=[CH:7][CH:6]=2.[CH2:17]([N:19](CC)[CH2:20]C)C.CNC.O. (3) Given the product [F:8][C:7]1[C:2]2[N:3]([CH:14]=[CH:13][N:26]=2)[CH:4]=[CH:5][C:6]=1[C:9]([F:12])([F:11])[F:10], predict the reactants needed to synthesize it. The reactants are: Cl[C:2]1[C:7]([F:8])=[C:6]([C:9]([F:12])([F:11])[F:10])[CH:5]=[CH:4][N:3]=1.[C:13](=[NH:26])(C1C=CC=CC=1)[C:14]1C=CC=CC=1.C(=O)([O-])[O-].[Cs+].[Cs+].C1C=CC(P(C2C(C3C(P(C4C=CC=CC=4)C4C=CC=CC=4)=CC=C4C=3C=CC=C4)=C3C(C=CC=C3)=CC=2)C2C=CC=CC=2)=CC=1.Cl.C(=O)([O-])O.[Na+].ClCC=O.